Dataset: Reaction yield outcomes from USPTO patents with 853,638 reactions. Task: Predict the reaction yield, written as a fraction of the theoretical maximum amount of product (1.0 means a 100% yield; for example, 0.34 means a 34% yield). (1) The product is [CH3:1][O:2][C:3]1[CH:4]=[C:5]2[C:10](=[CH:11][C:12]=1[O:13][CH3:14])[N:9]=[CH:8][N:7]=[C:6]2[O:15][C:16]1[CH:17]=[C:18]([NH:19][C:33]([NH:32][C:29]2[CH:28]=[C:27]([C:24]([F:23])([CH3:25])[CH3:26])[O:31][N:30]=2)=[O:34])[CH:20]=[CH:21][CH:22]=1. The reactants are [CH3:1][O:2][C:3]1[CH:4]=[C:5]2[C:10](=[CH:11][C:12]=1[O:13][CH3:14])[N:9]=[CH:8][N:7]=[C:6]2[O:15][C:16]1[CH:17]=[C:18]([CH:20]=[CH:21][CH:22]=1)[NH2:19].[F:23][C:24]([C:27]1[O:31][N:30]=[C:29]([NH:32][C:33](=O)[O:34]C2C=CC(Cl)=CC=2)[CH:28]=1)([CH3:26])[CH3:25]. The yield is 0.260. No catalyst specified. (2) The yield is 0.465. The product is [Br:4][C:5]1[CH:10]=[C:9]([CH2:11][C:1]#[N:2])[CH:8]=[N:7][CH:6]=1. The reactants are [C-:1]#[N:2].[K+].[Br:4][C:5]1[CH:6]=[N:7][CH:8]=[C:9]([CH2:11]Cl)[CH:10]=1. The catalyst is CN(C=O)C. (3) The reactants are [CH3:1][N:2]([S:23]([C:26]1[CH:31]=[CH:30][CH:29]=[CH:28][N:27]=1)(=[O:25])=[O:24])[C:3]1[CH:4]=[CH:5][CH:6]=[C:7]2[C:11]=1[NH:10][C:9]([C:12]1[S:13][CH:14]([CH2:17][C:18]([O:20]CC)=[O:19])[CH2:15][N:16]=1)=[CH:8]2.[OH-].[K+].Cl. The catalyst is O1CCCC1.CO.O.C(OCC)(=O)C. The product is [CH3:1][N:2]([S:23]([C:26]1[CH:31]=[CH:30][CH:29]=[CH:28][N:27]=1)(=[O:25])=[O:24])[C:3]1[CH:4]=[CH:5][CH:6]=[C:7]2[C:11]=1[NH:10][C:9]([C:12]1[S:13][CH:14]([CH2:17][C:18]([OH:20])=[O:19])[CH2:15][N:16]=1)=[CH:8]2. The yield is 0.910.